Dataset: Forward reaction prediction with 1.9M reactions from USPTO patents (1976-2016). Task: Predict the product of the given reaction. (1) Given the reactants [F:1][C:2]([F:32])([F:31])[C:3]1[CH:4]=[C:5]([CH:24]=[C:25]([C:27]([F:30])([F:29])[F:28])[CH:26]=1)[C:6]([N:8]1[CH2:13][CH2:12][C:11](=O)[CH2:10][CH:9]1[CH2:15][C:16]1[CH:21]=[C:20]([F:22])[CH:19]=[C:18]([F:23])[CH:17]=1)=[O:7].[CH3:33][C:34]1[CH:39]=[CH:38][CH:37]=[C:36]([CH3:40])[C:35]=1[NH:41][C:42](=[O:50])[CH2:43][N:44]1[CH2:49][CH2:48][NH:47][CH2:46][CH2:45]1.[BH4-].[Na+].C(O)C, predict the reaction product. The product is: [F:31][C:2]([F:1])([F:32])[C:3]1[CH:4]=[C:5]([CH:24]=[C:25]([C:27]([F:30])([F:29])[F:28])[CH:26]=1)[C:6]([N:8]1[CH2:13][CH2:12][C@H:11]([N:47]2[CH2:48][CH2:49][N:44]([CH2:43][C:42]([NH:41][C:35]3[C:36]([CH3:40])=[CH:37][CH:38]=[CH:39][C:34]=3[CH3:33])=[O:50])[CH2:45][CH2:46]2)[CH2:10][C@@H:9]1[CH2:15][C:16]1[CH:17]=[C:18]([F:23])[CH:19]=[C:20]([F:22])[CH:21]=1)=[O:7]. (2) Given the reactants [NH:1]1[C:9]2[C:4](=[CH:5][CH:6]=[CH:7][CH:8]=2)[C:3]2([C:13]3=[CH:14][C:15]4[O:19][CH2:18][O:17][C:16]=4[CH:20]=[C:12]3[O:11][CH2:10]2)[C:2]1=[O:21].[OH-:22].[Na+].[Cl-:24].[NH4+], predict the reaction product. The product is: [Cl:24][C:5]1[O:22][C:13]([CH2:12][N:1]2[C:9]3[C:4](=[CH:5][CH:6]=[CH:7][CH:8]=3)[C:3]3([C:13]4=[CH:14][C:15]5[O:19][CH2:18][O:17][C:16]=5[CH:20]=[C:12]4[O:11][CH2:10]3)[C:2]2=[O:21])=[CH:3][CH:4]=1. (3) The product is: [F:28][C:2]1([F:1])[CH:7]([O:8][C:9]2[C:14]([C:15]3[CH:20]=[CH:19][N:18]=[CH:17][CH:16]=3)=[N:13][CH:12]=[CH:11][N:10]=2)[CH2:6][CH2:5][NH:4][CH2:3]1. Given the reactants [F:1][C:2]1([F:28])[CH:7]([O:8][C:9]2[C:14]([C:15]3[CH:20]=[CH:19][N:18]=[CH:17][CH:16]=3)=[N:13][CH:12]=[CH:11][N:10]=2)[CH2:6][CH2:5][N:4](C(OC(C)(C)C)=O)[CH2:3]1.Cl.CO, predict the reaction product.